This data is from Catalyst prediction with 721,799 reactions and 888 catalyst types from USPTO. The task is: Predict which catalyst facilitates the given reaction. Reactant: [CH:1]([C:4]1[NH:9][C:8](=[O:10])[C:7]([C:11]#[N:12])=[CH:6][CH:5]=1)([CH3:3])[CH3:2].C1C(=O)N([Br:20])C(=O)C1.O. Product: [Br:20][C:5]1[CH:6]=[C:7]([C:11]#[N:12])[C:8](=[O:10])[NH:9][C:4]=1[CH:1]([CH3:3])[CH3:2]. The catalyst class is: 26.